From a dataset of Full USPTO retrosynthesis dataset with 1.9M reactions from patents (1976-2016). Predict the reactants needed to synthesize the given product. (1) The reactants are: Cl.[O:2]([C:9]1[CH:14]=[CH:13][C:12]([N:15]2[CH2:20][CH2:19][CH:18]([NH2:21])[CH2:17][CH2:16]2)=[CH:11][CH:10]=1)[C:3]1[CH:8]=[CH:7][CH:6]=[CH:5][CH:4]=1.[CH3:22][O:23][C:24](=[O:27])[CH2:25]Br. Given the product [CH3:22][O:23][C:24](=[O:27])[CH2:25][NH:21][CH:18]1[CH2:19][CH2:20][N:15]([C:12]2[CH:13]=[CH:14][C:9]([O:2][C:3]3[CH:8]=[CH:7][CH:6]=[CH:5][CH:4]=3)=[CH:10][CH:11]=2)[CH2:16][CH2:17]1, predict the reactants needed to synthesize it. (2) Given the product [C:13]([C:5]1[N:4]=[C:3]([CH2:2][O:15][C@H:16]2[CH2:20][CH2:19][N:18]([C:21]([O:23][C:24]([CH3:27])([CH3:26])[CH3:25])=[O:22])[CH2:17]2)[C:12]2[C:7]([CH:6]=1)=[CH:8][CH:9]=[CH:10][CH:11]=2)#[N:14], predict the reactants needed to synthesize it. The reactants are: Br[CH2:2][C:3]1[C:12]2[C:7](=[CH:8][CH:9]=[CH:10][CH:11]=2)[CH:6]=[C:5]([C:13]#[N:14])[N:4]=1.[OH:15][C@H:16]1[CH2:20][CH2:19][N:18]([C:21]([O:23][C:24]([CH3:27])([CH3:26])[CH3:25])=[O:22])[CH2:17]1. (3) The reactants are: [CH3:1][C:2]1[N:7]=[C:6]2[S:8][C:9]3[CH2:13][CH2:12][CH2:11][C:10]=3[C:5]2=[C:4]([C:14]2[CH:19]=[CH:18][C:17]([CH2:20][CH3:21])=[CH:16][CH:15]=2)[C:3]=1[CH:22]([CH2:27][CH2:28][CH3:29])[C:23]([O:25]C)=[O:24].[OH-].[Na+]. Given the product [CH3:1][C:2]1[N:7]=[C:6]2[S:8][C:9]3[CH2:13][CH2:12][CH2:11][C:10]=3[C:5]2=[C:4]([C:14]2[CH:19]=[CH:18][C:17]([CH2:20][CH3:21])=[CH:16][CH:15]=2)[C:3]=1[CH:22]([CH2:27][CH2:28][CH3:29])[C:23]([OH:25])=[O:24], predict the reactants needed to synthesize it. (4) Given the product [OH:26][C:23]1[C:22]([O:30][CH3:31])=[CH:21][C:20]2[C:17]([CH3:19])([CH3:18])[C:7]3[NH:8][C:9]4[C:14]([C:6]=3[C:4](=[O:3])[C:25]=2[CH:24]=1)=[CH:13][CH:12]=[C:11]([C:15]#[N:16])[CH:10]=4, predict the reactants needed to synthesize it. The reactants are: C([O:3][C:4]([C:6]1[C:14]2[C:9](=[CH:10][C:11]([C:15]#[N:16])=[CH:12][CH:13]=2)[NH:8][C:7]=1[C:17]([C:20]1[CH:25]=[CH:24][C:23]([O:26]C(C)C)=[C:22]([O:30][CH3:31])[CH:21]=1)([CH3:19])[CH3:18])=O)C.CS(O)(=O)=O.CCCCCC. (5) Given the product [CH3:1][C@H:2]1[C:13](=[O:14])[O:12][CH2:11][C@@H:10]([C:15]2[CH:20]=[CH:19][CH:18]=[CH:17][CH:16]=2)[NH:9][C:8](=[O:21])[CH2:7][CH2:6][CH2:5][CH2:4][CH2:3]1, predict the reactants needed to synthesize it. The reactants are: [CH3:1][C@H:2]1[C:13](=[O:14])[O:12][CH2:11][C@@H:10]([C:15]2[CH:20]=[CH:19][CH:18]=[CH:17][CH:16]=2)[NH:9][C:8](=[O:21])[CH2:7][CH2:6][CH:5]=[CH:4][CH2:3]1. (6) Given the product [CH3:17][O:16][C:14]([C:10]1[CH:9]=[C:8]2[C:13](=[CH:12][CH:11]=1)[NH:5][CH2:6][CH2:7]2)=[O:15], predict the reactants needed to synthesize it. The reactants are: C([BH3-])#N.[Na+].[NH:5]1[C:13]2[C:8](=[CH:9][C:10]([C:14]([O:16][CH3:17])=[O:15])=[CH:11][CH:12]=2)[CH:7]=[CH:6]1. (7) Given the product [NH2:1][C:2]1[C:3]([Br:22])=[CH:4][C:5]([CH2:6][C@H:7]([C:16]([N:32]2[CH2:33][CH2:34][N:29]([C:26]3[CH:27]=[CH:28][N:23]=[CH:24][N:25]=3)[CH2:30][CH2:31]2)=[O:18])[NH:8][C:9]([O:11][C:12]([CH3:13])([CH3:14])[CH3:15])=[O:10])=[CH:19][C:20]=1[Br:21], predict the reactants needed to synthesize it. The reactants are: [NH2:1][C:2]1[C:20]([Br:21])=[CH:19][C:5]([CH2:6][C@H:7]([C:16]([OH:18])=O)[NH:8][C:9]([O:11][C:12]([CH3:15])([CH3:14])[CH3:13])=[O:10])=[CH:4][C:3]=1[Br:22].[N:23]1[CH:28]=[CH:27][C:26]([N:29]2[CH2:34][CH2:33][NH:32][CH2:31][CH2:30]2)=[N:25][CH:24]=1.CN(C(ON1N=NC2C=CC=CC1=2)=[N+](C)C)C.[B-](F)(F)(F)F.